From a dataset of NCI-60 drug combinations with 297,098 pairs across 59 cell lines. Regression. Given two drug SMILES strings and cell line genomic features, predict the synergy score measuring deviation from expected non-interaction effect. (1) Drug 1: C1=CC(=CC=C1CCCC(=O)O)N(CCCl)CCCl. Drug 2: C1=NC2=C(N1)C(=S)N=C(N2)N. Cell line: SF-295. Synergy scores: CSS=39.2, Synergy_ZIP=-3.54, Synergy_Bliss=-5.01, Synergy_Loewe=-3.21, Synergy_HSA=-0.755. (2) Drug 1: CN1C(=O)N2C=NC(=C2N=N1)C(=O)N. Drug 2: CCN(CC)CCCC(C)NC1=C2C=C(C=CC2=NC3=C1C=CC(=C3)Cl)OC. Cell line: PC-3. Synergy scores: CSS=0.240, Synergy_ZIP=-2.26, Synergy_Bliss=-4.64, Synergy_Loewe=-6.48, Synergy_HSA=-4.48. (3) Drug 1: C1=NC(=NC(=O)N1C2C(C(C(O2)CO)O)O)N. Drug 2: CC(C)(C#N)C1=CC(=CC(=C1)CN2C=NC=N2)C(C)(C)C#N. Cell line: SN12C. Synergy scores: CSS=1.07, Synergy_ZIP=-1.29, Synergy_Bliss=-2.15, Synergy_Loewe=-3.55, Synergy_HSA=-2.89. (4) Drug 1: CC1=C(C(=CC=C1)Cl)NC(=O)C2=CN=C(S2)NC3=CC(=NC(=N3)C)N4CCN(CC4)CCO. Drug 2: C(=O)(N)NO. Cell line: NCI-H226. Synergy scores: CSS=19.1, Synergy_ZIP=-1.08, Synergy_Bliss=2.29, Synergy_Loewe=-69.7, Synergy_HSA=3.40. (5) Drug 1: CC1=C2C(C(=O)C3(C(CC4C(C3C(C(C2(C)C)(CC1OC(=O)C(C(C5=CC=CC=C5)NC(=O)OC(C)(C)C)O)O)OC(=O)C6=CC=CC=C6)(CO4)OC(=O)C)OC)C)OC. Drug 2: COC1=C2C(=CC3=C1OC=C3)C=CC(=O)O2. Cell line: U251. Synergy scores: CSS=42.5, Synergy_ZIP=6.08, Synergy_Bliss=4.01, Synergy_Loewe=-36.3, Synergy_HSA=-0.887.